This data is from Full USPTO retrosynthesis dataset with 1.9M reactions from patents (1976-2016). The task is: Predict the reactants needed to synthesize the given product. Given the product [F:27][C:22]1[CH:23]=[CH:24][CH:25]=[CH:26][C:21]=1[CH2:20][O:19][C:16]1[CH:17]=[CH:18][C:13]([C@@H:10]2[NH:9][C@:8]([CH2:7][OH:6])([C:28]([NH:30][CH3:31])=[O:29])[CH2:12][CH2:11]2)=[CH:14][CH:15]=1, predict the reactants needed to synthesize it. The reactants are: CC([Si](C)(C)[O:6][CH2:7][C@@:8]1([C:28]([NH:30][CH3:31])=[O:29])[CH2:12][CH2:11][C@H:10]([C:13]2[CH:18]=[CH:17][C:16]([O:19][CH2:20][C:21]3[CH:26]=[CH:25][CH:24]=[CH:23][C:22]=3[F:27])=[CH:15][CH:14]=2)[NH:9]1)(C)C.